From a dataset of Catalyst prediction with 721,799 reactions and 888 catalyst types from USPTO. Predict which catalyst facilitates the given reaction. (1) Reactant: [CH3:1][O:2][CH2:3][CH2:4][CH2:5][C:6]1([C:12](OC)=[O:13])[CH2:11][CH2:10][CH2:9][CH2:8][CH2:7]1.[H-].[H-].[H-].[H-].[Li+].[Al+3].[OH-].[Na+]. Product: [CH3:1][O:2][CH2:3][CH2:4][CH2:5][C:6]1([CH2:12][OH:13])[CH2:11][CH2:10][CH2:9][CH2:8][CH2:7]1. The catalyst class is: 27. (2) Reactant: [C:1]([C:4]1[CH:5]=[C:6]([F:28])[C:7]([C:15]2[CH2:16][N:17](C(OC(C)(C)C)=O)[CH2:18][CH2:19][CH:20]=2)=[C:8]2[C:12]=1[NH:11][C:10]([CH3:13])=[C:9]2[CH3:14])(=[O:3])[NH2:2].[C:29]([OH:35])([C:31]([F:34])([F:33])[F:32])=[O:30]. Product: [OH:35][C:29]([C:31]([F:34])([F:33])[F:32])=[O:30].[F:28][C:6]1[C:7]([C:15]2[CH2:16][NH:17][CH2:18][CH2:19][CH:20]=2)=[C:8]2[C:12](=[C:4]([C:1]([NH2:2])=[O:3])[CH:5]=1)[NH:11][C:10]([CH3:13])=[C:9]2[CH3:14]. The catalyst class is: 2. (3) Reactant: [C:1]([O:5][C:6]([N:8]([O:26][C:27]([O:29][C:30]([CH3:33])([CH3:32])[CH3:31])=[O:28])[C:9]1([CH3:25])[C:13](=[O:14])[N:12]([CH3:15])[N:11]=[C:10]1[C:16]1[CH:21]=[CH:20][C:19]([S:22]([CH3:24])=[O:23])=[CH:18][CH:17]=1)=[O:7])([CH3:4])([CH3:3])[CH3:2].[O-2].[Mg+2].[F:36][C:37]([F:42])([F:41])[C:38]([NH2:40])=[O:39].C(OI(OC(=O)C)C1C=CC=CC=1)(=O)C. Product: [C:1]([O:5][C:6]([N:8]([O:26][C:27]([O:29][C:30]([CH3:33])([CH3:32])[CH3:31])=[O:28])[C:9]1([CH3:25])[C:13](=[O:14])[N:12]([CH3:15])[N:11]=[C:10]1[C:16]1[CH:21]=[CH:20][C:19]([S:22]([CH3:24])(=[O:23])=[N:40][C:38](=[O:39])[C:37]([F:42])([F:41])[F:36])=[CH:18][CH:17]=1)=[O:7])([CH3:4])([CH3:2])[CH3:3]. The catalyst class is: 2. (4) The catalyst class is: 1. Product: [Cl:3][C:4]1[CH:5]=[C:6]([CH:10]2[C:16]3[CH:17]=[C:18]([C:21]([C:29]4[CH:30]=[CH:31][C:32]([Cl:35])=[CH:33][CH:34]=4)([C:22]4[N:26]([CH3:27])[CH:25]=[N:24][CH:23]=4)[OH:28])[CH:19]=[CH:20][C:15]=3[N:14]=[C:13]([NH:1][NH2:2])[CH2:12][S:11]2)[CH:7]=[CH:8][CH:9]=1. Reactant: [NH2:1][NH2:2].[Cl:3][C:4]1[CH:5]=[C:6]([CH:10]2[C:16]3[CH:17]=[C:18]([C:21]([C:29]4[CH:34]=[CH:33][C:32]([Cl:35])=[CH:31][CH:30]=4)([OH:28])[C:22]4[N:26]([CH3:27])[CH:25]=[N:24][CH:23]=4)[CH:19]=[CH:20][C:15]=3[NH:14][C:13](=S)[CH2:12][S:11]2)[CH:7]=[CH:8][CH:9]=1.[Na+].[Cl-]. (5) Reactant: [C:1]([O:5][C@@H:6]([C:11]1[C:12]([C:22]2[CH:27]=[CH:26][C:25]([Cl:28])=[CH:24][CH:23]=2)=[C:13]2[CH:20]=[CH:19][N:18]([CH3:21])[C:14]2=[N:15][C:16]=1[CH3:17])[C:7]([O:9]C)=[O:8])([CH3:4])([CH3:3])[CH3:2].[OH-].[Na+].CO.Cl. Product: [C:1]([O:5][C@@H:6]([C:11]1[C:12]([C:22]2[CH:23]=[CH:24][C:25]([Cl:28])=[CH:26][CH:27]=2)=[C:13]2[CH:20]=[CH:19][N:18]([CH3:21])[C:14]2=[N:15][C:16]=1[CH3:17])[C:7]([OH:9])=[O:8])([CH3:4])([CH3:2])[CH3:3]. The catalyst class is: 7.